Dataset: NCI-60 drug combinations with 297,098 pairs across 59 cell lines. Task: Regression. Given two drug SMILES strings and cell line genomic features, predict the synergy score measuring deviation from expected non-interaction effect. (1) Drug 1: CCC1=CC2CC(C3=C(CN(C2)C1)C4=CC=CC=C4N3)(C5=C(C=C6C(=C5)C78CCN9C7C(C=CC9)(C(C(C8N6C)(C(=O)OC)O)OC(=O)C)CC)OC)C(=O)OC.C(C(C(=O)O)O)(C(=O)O)O. Drug 2: C1C(C(OC1N2C=NC(=NC2=O)N)CO)O. Cell line: IGROV1. Synergy scores: CSS=39.4, Synergy_ZIP=2.41, Synergy_Bliss=7.00, Synergy_Loewe=-3.68, Synergy_HSA=7.71. (2) Drug 1: C1CC(=O)NC(=O)C1N2CC3=C(C2=O)C=CC=C3N. Drug 2: C1=C(C(=O)NC(=O)N1)N(CCCl)CCCl. Cell line: SNB-75. Synergy scores: CSS=12.5, Synergy_ZIP=-2.97, Synergy_Bliss=1.35, Synergy_Loewe=-5.00, Synergy_HSA=2.16. (3) Drug 1: C1CCC(C1)C(CC#N)N2C=C(C=N2)C3=C4C=CNC4=NC=N3. Drug 2: C1CN(CCN1C(=O)CCBr)C(=O)CCBr. Cell line: MCF7. Synergy scores: CSS=7.99, Synergy_ZIP=-5.32, Synergy_Bliss=-0.981, Synergy_Loewe=-4.38, Synergy_HSA=-1.65. (4) Drug 1: CC1=CC2C(CCC3(C2CCC3(C(=O)C)OC(=O)C)C)C4(C1=CC(=O)CC4)C. Drug 2: CN(C)N=NC1=C(NC=N1)C(=O)N. Cell line: SNB-75. Synergy scores: CSS=1.99, Synergy_ZIP=3.90, Synergy_Bliss=10.1, Synergy_Loewe=4.00, Synergy_HSA=4.57. (5) Drug 1: C1=CC=C(C=C1)NC(=O)CCCCCCC(=O)NO. Drug 2: C(CN)CNCCSP(=O)(O)O. Cell line: RXF 393. Synergy scores: CSS=2.13, Synergy_ZIP=-1.20, Synergy_Bliss=0.280, Synergy_Loewe=-5.84, Synergy_HSA=-0.350. (6) Drug 1: C1CN1C2=NC(=NC(=N2)N3CC3)N4CC4. Drug 2: CC(C)CN1C=NC2=C1C3=CC=CC=C3N=C2N. Cell line: NCI-H226. Synergy scores: CSS=13.0, Synergy_ZIP=-6.00, Synergy_Bliss=-4.84, Synergy_Loewe=-1.58, Synergy_HSA=-2.13. (7) Drug 1: CC=C1C(=O)NC(C(=O)OC2CC(=O)NC(C(=O)NC(CSSCCC=C2)C(=O)N1)C(C)C)C(C)C. Drug 2: C(CCl)NC(=O)N(CCCl)N=O. Cell line: HCC-2998. Synergy scores: CSS=61.4, Synergy_ZIP=4.23, Synergy_Bliss=6.27, Synergy_Loewe=-62.8, Synergy_HSA=2.46. (8) Drug 1: CC(C)(C#N)C1=CC(=CC(=C1)CN2C=NC=N2)C(C)(C)C#N. Drug 2: C1CNP(=O)(OC1)N(CCCl)CCCl. Cell line: UACC-257. Synergy scores: CSS=-3.83, Synergy_ZIP=1.70, Synergy_Bliss=0.0256, Synergy_Loewe=-3.79, Synergy_HSA=-2.68. (9) Drug 2: CCC1(CC2CC(C3=C(CCN(C2)C1)C4=CC=CC=C4N3)(C5=C(C=C6C(=C5)C78CCN9C7C(C=CC9)(C(C(C8N6C)(C(=O)OC)O)OC(=O)C)CC)OC)C(=O)OC)O.OS(=O)(=O)O. Synergy scores: CSS=30.4, Synergy_ZIP=11.2, Synergy_Bliss=12.8, Synergy_Loewe=-11.7, Synergy_HSA=11.4. Drug 1: CC(C1=C(C=CC(=C1Cl)F)Cl)OC2=C(N=CC(=C2)C3=CN(N=C3)C4CCNCC4)N. Cell line: HOP-62.